Dataset: Reaction yield outcomes from USPTO patents with 853,638 reactions. Task: Predict the reaction yield, written as a fraction of the theoretical maximum amount of product (1.0 means a 100% yield; for example, 0.34 means a 34% yield). (1) The reactants are [C:1]([C:3]1[S:7][C:6]([C:8]2[CH:16]=[CH:15][C:11]([C:12]([OH:14])=O)=[C:10]([F:17])[CH:9]=2)=[CH:5][CH:4]=1)#[N:2].CCN=C=NCCCN(C)C.Cl.C1C=CC2N(O)N=NC=2C=1.CCN(C(C)C)C(C)C.[CH3:49][C@@H:50]1[CH2:54][CH2:53][CH2:52][N:51]1[CH2:55][C@@H:56]1[CH2:60][CH2:59][CH2:58][NH:57]1. The catalyst is CN(C=O)C. The product is [F:17][C:10]1[CH:9]=[C:8]([C:6]2[S:7][C:3]([C:1]#[N:2])=[CH:4][CH:5]=2)[CH:16]=[CH:15][C:11]=1[C:12]([N:57]1[CH2:58][CH2:59][CH2:60][C@H:56]1[CH2:55][N:51]1[CH2:52][CH2:53][CH2:54][C@H:50]1[CH3:49])=[O:14]. The yield is 0.120. (2) The reactants are Cl.[O:2]1[C@H:6]2[CH2:7][NH:8][CH2:9][C@H:5]2[O:4][CH2:3]1.C(=O)([O-])[O-].[K+].[K+].Br[CH2:17][CH2:18][OH:19]. The catalyst is C(#N)C.CO. The product is [O:2]1[C@H:6]2[CH2:7][N:8]([CH2:17][CH2:18][OH:19])[CH2:9][C@H:5]2[O:4][CH2:3]1. The yield is 0.430. (3) The reactants are [CH3:1][C:2]1[CH:3]=[C:4]([N+:11]([O-])=O)[C:5]([O:9][CH3:10])=[N:6][C:7]=1[CH3:8]. The catalyst is O1CCCC1.[Pd].CO. The product is [NH2:11][C:4]1[C:5]([O:9][CH3:10])=[N:6][C:7]([CH3:8])=[C:2]([CH3:1])[CH:3]=1. The yield is 0.979. (4) The reactants are [CH3:1][C:2]1[N:7]=[C:6]([CH2:8]O)[CH:5]=[CH:4][CH:3]=1.S(Cl)([Cl:12])=O. The catalyst is C(Cl)Cl. The product is [Cl:12][CH2:8][C:6]1[CH:5]=[CH:4][CH:3]=[C:2]([CH3:1])[N:7]=1. The yield is 0.858. (5) The reactants are [CH3:1][O:2][CH2:3][CH2:4][O:5][C:6]1[CH:7]=[C:8](B2OC(C)(C)C(C)(C)O2)[CH:9]=[CH:10][CH:11]=1.[N:21]1[CH:26]=[CH:25][C:24]([NH:27][C:28]([N:30]2[CH2:33][CH:32]([O:34][C:35]3[CH:40]=[CH:39][C:38](I)=[CH:37][N:36]=3)[CH2:31]2)=[O:29])=[N:23][CH:22]=1.C(=O)([O-])[O-].[K+].[K+].[OH-].[Na+]. The catalyst is C1COCC1.O.C(OCC)(=O)C.ClCCl. The product is [N:21]1[CH:26]=[CH:25][C:24]([NH:27][C:28]([N:30]2[CH2:31][CH:32]([O:34][C:35]3[CH:40]=[CH:39][C:38]([C:8]4[CH:9]=[CH:10][CH:11]=[C:6]([O:5][CH2:4][CH2:3][O:2][CH3:1])[CH:7]=4)=[CH:37][N:36]=3)[CH2:33]2)=[O:29])=[N:23][CH:22]=1. The yield is 0.450. (6) The reactants are Br[Mg][CH2:3][CH:4]=[CH2:5].[F:6][C:7]1[CH:8]=[CH:9][C:10]2[CH2:17][C:16]3[CH:18]=[CH:19][CH:20]=[CH:21][C:15]=3[CH:13]3[O:14][CH:12]3[C:11]=2[CH:22]=1. The catalyst is O1CCCC1. The product is [F:6][C:7]1[CH:8]=[CH:9][C:10]2[CH2:17][C:16]3[CH:18]=[CH:19][CH:20]=[CH:21][C:15]=3[C@@H:13]([CH2:5][CH:4]=[CH2:3])[C@H:12]([OH:14])[C:11]=2[CH:22]=1.[F:6][C:7]1[CH:8]=[CH:9][C:10]2[CH2:17][C:16]3[CH:18]=[CH:19][CH:20]=[CH:21][C:15]=3[C@@H:13]([OH:14])[C@H:12]([CH2:5][CH:4]=[CH2:3])[C:11]=2[CH:22]=1. The yield is 0.360. (7) The product is [F:1][C:2]1[CH:3]=[CH:4][C:5]([N:8]2[C:11](=[O:12])[C@H:10]([S:13][CH2:14][CH:15]([C:17]3[CH:18]=[CH:19][C:20]([F:23])=[CH:21][CH:22]=3)[OH:16])[C@H:9]2[C:24]2[CH:44]=[CH:43][C:27]([O:28][CH2:29][C:30]([NH:32][C@H:33]([C:37]3[CH:42]=[CH:41][CH:40]=[CH:39][CH:38]=3)[C:34]([NH:59][C@@H:58]([C:60]([OH:62])=[O:61])[CH2:57][CH2:56][CH2:55][CH2:54][NH2:53])=[O:35])=[O:31])=[CH:26][CH:25]=2)=[CH:6][CH:7]=1. The catalyst is C(Cl)Cl. The yield is 0.330. The reactants are [F:1][C:2]1[CH:7]=[CH:6][C:5]([N:8]2[C:11](=[O:12])[C@H:10]([S:13][CH2:14][CH:15]([C:17]3[CH:22]=[CH:21][C:20]([F:23])=[CH:19][CH:18]=3)[OH:16])[C@H:9]2[C:24]2[CH:44]=[CH:43][C:27]([O:28][CH2:29][C:30]([NH:32][C@H:33]([C:37]3[CH:42]=[CH:41][CH:40]=[CH:39][CH:38]=3)[C:34](O)=[O:35])=[O:31])=[CH:26][CH:25]=2)=[CH:4][CH:3]=1.Cl.C(OC([NH:53][CH2:54][CH2:55][CH2:56][CH2:57][C@H:58]([C:60]([O:62]C(C)(C)C)=[O:61])[NH2:59])=O)(C)(C)C.CN1CCOCC1.CN(C(ON1N=NC2C=CC=CC1=2)=[N+](C)C)C.[B-](F)(F)(F)F.